From a dataset of Full USPTO retrosynthesis dataset with 1.9M reactions from patents (1976-2016). Predict the reactants needed to synthesize the given product. (1) The reactants are: [OH-].[Na+].[C:3]([CH:7]([CH2:10][OH:11])[CH2:8][OH:9])([CH3:6])([CH3:5])[CH3:4].Cl[C:13]1[C:14]2[C:21]([C:22]3[CH:27]=[CH:26][C:25]([CH2:28][CH3:29])=[CH:24][CH:23]=3)=[C:20]([C:30]3[CH:35]=[CH:34][CH:33]=[CH:32][CH:31]=3)[O:19][C:15]=2[N:16]=[CH:17][N:18]=1.Cl. Given the product [CH2:28]([C:25]1[CH:24]=[CH:23][C:22]([C:21]2[C:14]3[C:13]([O:9][CH2:8][CH:7]([C:3]([CH3:6])([CH3:5])[CH3:4])[CH2:10][OH:11])=[N:18][CH:17]=[N:16][C:15]=3[O:19][C:20]=2[C:30]2[CH:35]=[CH:34][CH:33]=[CH:32][CH:31]=2)=[CH:27][CH:26]=1)[CH3:29], predict the reactants needed to synthesize it. (2) Given the product [CH2:17]([C:14]1[CH:13]=[N:12][C:11]([N:8]2[CH2:9][CH2:10][CH:5]([O:4][C:3]3[CH:19]=[CH:20][C:21]([CH2:23][N:24]4[CH2:29][CH2:28][N:27]([S:30]([CH3:33])(=[O:32])=[O:31])[CH2:26][CH2:25]4)=[CH:22][C:2]=3[C:37]#[C:36][CH2:35][CH2:34][OH:38])[CH2:6][CH2:7]2)=[N:16][CH:15]=1)[CH3:18], predict the reactants needed to synthesize it. The reactants are: Br[C:2]1[CH:22]=[C:21]([CH2:23][N:24]2[CH2:29][CH2:28][N:27]([S:30]([CH3:33])(=[O:32])=[O:31])[CH2:26][CH2:25]2)[CH:20]=[CH:19][C:3]=1[O:4][CH:5]1[CH2:10][CH2:9][N:8]([C:11]2[N:16]=[CH:15][C:14]([CH2:17][CH3:18])=[CH:13][N:12]=2)[CH2:7][CH2:6]1.[CH2:34]([OH:38])[CH2:35][C:36]#[CH:37]. (3) Given the product [CH:1]1([C:4]2[N:22]=[C:7]3[C:8]([O:20][CH3:21])=[CH:9][CH:10]=[C:11]([C:12]4[CH:13]([CH3:18])[CH2:14][C:15](=[O:16])[NH:27][N:28]=4)[N:6]3[N:5]=2)[CH2:3][CH2:2]1, predict the reactants needed to synthesize it. The reactants are: [CH:1]1([C:4]2[N:22]=[C:7]3[C:8]([O:20][CH3:21])=[CH:9][CH:10]=[C:11]([C:12](=O)[CH:13]([CH3:18])[CH2:14][C:15](O)=[O:16])[N:6]3[N:5]=2)[CH2:3][CH2:2]1.CC(O)=O.[NH2:27][NH2:28]. (4) Given the product [CH2:1]([O:8][C:9](=[O:24])[C@@H:10]([NH:16][C:17]([O:19][C:20]([CH3:23])([CH3:22])[CH3:21])=[O:18])[CH2:11][CH2:12][C:13](=[O:15])[NH:65][CH2:58][C:59]1[CH:64]=[CH:63][CH:62]=[CH:61][CH:60]=1)[C:2]1[CH:3]=[CH:4][CH:5]=[CH:6][CH:7]=1, predict the reactants needed to synthesize it. The reactants are: [CH2:1]([O:8][C:9](=[O:24])[C@@H:10]([NH:16][C:17]([O:19][C:20]([CH3:23])([CH3:22])[CH3:21])=[O:18])[CH2:11][CH2:12][C:13]([OH:15])=O)[C:2]1[CH:7]=[CH:6][CH:5]=[CH:4][CH:3]=1.CN(C(ON1N=NC2C=CC=NC1=2)=[N+](C)C)C.F[P-](F)(F)(F)(F)F.CCN(C(C)C)C(C)C.[CH2:58]([NH2:65])[C:59]1[CH:64]=[CH:63][CH:62]=[CH:61][CH:60]=1.